Task: Predict the reactants needed to synthesize the given product.. Dataset: Full USPTO retrosynthesis dataset with 1.9M reactions from patents (1976-2016) (1) The reactants are: C1(C(=[N:14][CH:15]([CH2:22][CH:23]([C:27]2[C:32]([F:33])=[CH:31][CH:30]=[C:29]([F:34])[C:28]=2[F:35])[C:24](=[O:26])[CH3:25])[C:16]([O:18][CH:19]([CH3:21])[CH3:20])=[O:17])C2C=CC=CC=2)C=CC=CC=1.Cl.C([O-])([O-])=O.[K+].[K+].[CH3:55][C:54]([O:53][C:51](O[C:51]([O:53][C:54]([CH3:57])([CH3:56])[CH3:55])=[O:52])=[O:52])([CH3:57])[CH3:56]. Given the product [C:54]([O:53][C:51]([NH:14][CH:15]([CH2:22][CH:23]([C:27]1[C:32]([F:33])=[CH:31][CH:30]=[C:29]([F:34])[C:28]=1[F:35])[C:24](=[O:26])[CH3:25])[C:16]([O:18][CH:19]([CH3:20])[CH3:21])=[O:17])=[O:52])([CH3:55])([CH3:56])[CH3:57], predict the reactants needed to synthesize it. (2) Given the product [CH3:2][CH2:1][O:3][C:4]([NH:6][C:7]1[CH:12]=[CH:11][C:10]([NH:13][CH2:14][C:15]2[CH:20]=[CH:19][C:18]([F:21])=[CH:17][CH:16]=2)=[CH:9][C:8]=1[NH2:22])=[O:5], predict the reactants needed to synthesize it. The reactants are: [CH2:1]([O:3][C:4]([NH:6][C:7]1[CH:12]=[CH:11][C:10]([NH:13][CH2:14][C:15]2[CH:20]=[CH:19][C:18]([F:21])=[CH:17][CH:16]=2)=[CH:9][C:8]=1[N+:22]([O-])=O)=[O:5])[CH3:2].[Cl-].[NH4+]. (3) The reactants are: [CH3:1][C:2]1([CH3:14])[C:6]([CH3:8])([CH3:7])[O:5][B:4]([C:9]2[CH:10]=[N:11][NH:12][CH:13]=2)[O:3]1.Br[CH:16]([CH3:22])[C:17]([O:19][CH2:20][CH3:21])=[O:18].C(=O)([O-])[O-].[Cs+].[Cs+].C([O-])([O-])=O.[Na+].[Na+]. Given the product [CH3:1][C:2]1([CH3:14])[C:6]([CH3:7])([CH3:8])[O:5][B:4]([C:9]2[CH:13]=[N:12][N:11]([CH:16]([CH3:22])[C:17]([O:19][CH2:20][CH3:21])=[O:18])[CH:10]=2)[O:3]1, predict the reactants needed to synthesize it. (4) Given the product [CH3:11][O:12][CH2:13][CH2:14][O:15][C:2]1[CH:7]=[CH:6][C:5]([N+:8]([O-:10])=[O:9])=[CH:4][N:3]=1, predict the reactants needed to synthesize it. The reactants are: Cl[C:2]1[CH:7]=[CH:6][C:5]([N+:8]([O-:10])=[O:9])=[CH:4][N:3]=1.[CH3:11][O:12][CH2:13][CH2:14][OH:15].CC(C)([O-])C.[K+]. (5) Given the product [CH:1]1([CH2:4][O:5][C:6]2[CH:7]=[C:8]([CH:29]=[CH:30][C:31]=2[O:32][CH2:33][CH:34]2[CH2:35][CH2:36]2)[C:9]([NH:11][CH:12]2[CH2:13][CH:14]([OH:15])[CH2:16][CH2:17][CH:18]2[C:19]2[CH:24]=[CH:23][C:22]([O:25][CH3:26])=[C:21]([O:27][CH3:28])[CH:20]=2)=[O:10])[CH2:2][CH2:3]1, predict the reactants needed to synthesize it. The reactants are: [CH:1]1([CH2:4][O:5][C:6]2[CH:7]=[C:8]([CH:29]=[CH:30][C:31]=2[O:32][CH2:33][CH:34]2[CH2:36][CH2:35]2)[C:9]([NH:11][CH:12]2[CH:18]([C:19]3[CH:24]=[CH:23][C:22]([O:25][CH3:26])=[C:21]([O:27][CH3:28])[CH:20]=3)[CH2:17][CH:16]3[CH:14]([O:15]3)[CH2:13]2)=[O:10])[CH2:3][CH2:2]1.[BH4-].[Na+].CO.O. (6) Given the product [Cl:11][C:8]1[CH:9]=[CH:10][C:2]([Cl:1])=[C:3]2[C:7]=1[C:6](=[O:12])[N:5]([CH2:13][CH:14]([C:20](=[O:21])[CH3:25])[C:15]([O:17][CH2:18][CH3:19])=[O:16])[C:4]2=[O:26], predict the reactants needed to synthesize it. The reactants are: [Cl:1][C:2]1[CH:10]=[CH:9][C:8]([Cl:11])=[C:7]2[C:3]=1[C:4](=[O:26])[N:5]([CH2:13][CH:14]([C:20]1([CH3:25])OCC[O:21]1)[C:15]([O:17][CH2:18][CH3:19])=[O:16])[C:6]2=[O:12].O.C1(C)C=CC(S(O)(=O)=O)=CC=1.